From a dataset of Catalyst prediction with 721,799 reactions and 888 catalyst types from USPTO. Predict which catalyst facilitates the given reaction. (1) Reactant: [O:1]=[O+][O-].C([C:6](=P(C1C=CC=CC=1)(C1C=CC=CC=1)C1C=CC=CC=1)[C:7]([C@@H:9]([NH:14][C:15](=[O:35])[O:16][C@@H:17]([CH2:22][C:23]1[O:24][C:25]([C:28]2[CH:33]=[CH:32][C:31]([F:34])=[CH:30][CH:29]=2)=[N:26][N:27]=1)[C:18]([CH3:21])([CH3:20])[CH3:19])[CH2:10][CH2:11][CH2:12][CH3:13])=[O:8])#N.[NH:55]1[C:59]([NH2:60])=[CH:58][CH:57]=[N:56]1. Product: [O:1]=[C:6]([NH:60][C:59]1[NH:55][N:56]=[CH:57][CH:58]=1)[C:7]([C@@H:9]([NH:14][C:15](=[O:35])[O:16][C@H:17]([CH2:22][C:23]1[O:24][C:25]([C:28]2[CH:29]=[CH:30][C:31]([F:34])=[CH:32][CH:33]=2)=[N:26][N:27]=1)[C:18]([CH3:20])([CH3:19])[CH3:21])[CH2:10][CH2:11][CH2:12][CH3:13])=[O:8]. The catalyst class is: 489. (2) Product: [C:1]([O:9][CH:10]([C@@H:12]1[CH2:13][C@H:14]([OH:18])[CH:15]([O:16][CH3:17])[O:21]1)[CH3:11])(=[O:8])[C:2]1[CH:3]=[CH:4][CH:5]=[CH:6][CH:7]=1. Reactant: [C:1]([O:9][CH:10]([C@H:12]1[O:21][C@H:15]2[O:16][C:17](C)(C)[O:18][C@H:14]2[CH2:13]1)[CH3:11])(=[O:8])[C:2]1[CH:7]=[CH:6][CH:5]=[CH:4][CH:3]=1.[OH-].[NH4+]. The catalyst class is: 33. (3) Reactant: CN([CH:4]=[C:5]1[CH2:14][C@@H:13]2[C@H:8]([CH2:9][C@H:10]([NH:18][C:19](=[O:25])[N:20]([CH2:23][CH3:24])[CH2:21][CH3:22])[CH2:11][N:12]2[CH2:15][CH2:16][CH3:17])[CH2:7][C:6]1=O)C.C(=O)(O)O.[NH2:31][C:32]([NH2:34])=[NH:33].C(=O)(O)[O-].[Na+]. Product: [NH2:33][C:32]1[N:34]=[CH:4][C:5]2[CH2:14][C@H:13]3[N:12]([CH2:15][CH2:16][CH3:17])[CH2:11][C@@H:10]([NH:18][C:19](=[O:25])[N:20]([CH2:23][CH3:24])[CH2:21][CH3:22])[CH2:9][C@@H:8]3[CH2:7][C:6]=2[N:31]=1. The catalyst class is: 8. (4) Reactant: [C:1](SCC)(=[S:3])[CH3:2].[NH2:7][CH2:8][C@@H:9]1[O:13][C:12](=[O:14])[N:11]([C:15]2[CH:20]=[CH:19][C:18]([C:21]3[S:22][CH2:23][C:24](=[O:27])[NH:25][N:26]=3)=[C:17]([F:28])[CH:16]=2)[CH2:10]1.C(N(CC)CC)C. Product: [F:28][C:17]1[CH:16]=[C:15]([N:11]2[CH2:10][C@H:9]([CH2:8][NH:7][C:1](=[S:3])[CH3:2])[O:13][C:12]2=[O:14])[CH:20]=[CH:19][C:18]=1[C:21]1[S:22][CH2:23][C:24](=[O:27])[NH:25][N:26]=1. The catalyst class is: 3. (5) Reactant: [F:1][C:2]1[CH:7]=[C:6]([C:8](=[O:11])[NH:9][CH3:10])[CH:5]=[C:4]([F:12])[C:3]=1[C:13]1[N:17]([CH2:18][C@H:19]2[O:24][CH2:23][CH2:22][N:21](C(OC(C)(C)C)=O)[CH2:20]2)[C:16]2[CH:32]=[CH:33][C:34]([CH3:36])=[CH:35][C:15]=2[N:14]=1.[C:37]([OH:43])([C:39]([F:42])([F:41])[F:40])=[O:38]. Product: [F:40][C:39]([F:42])([F:41])[C:37]([OH:43])=[O:38].[F:12][C:4]1[CH:5]=[C:6]([CH:7]=[C:2]([F:1])[C:3]=1[C:13]1[N:17]([CH2:18][C@H:19]2[O:24][CH2:23][CH2:22][NH:21][CH2:20]2)[C:16]2[CH:32]=[CH:33][C:34]([CH3:36])=[CH:35][C:15]=2[N:14]=1)[C:8]([NH:9][CH3:10])=[O:11]. The catalyst class is: 2. (6) Reactant: [C:1]([O:5][C:6]([NH:8][CH2:9][C@H:10]1[CH2:15][CH2:14][C@H:13]([C:16]([NH:18][C@H:19]([C:37](=[O:50])[NH:38][C:39]2[CH:44]=[CH:43][C:42]([C:45]3[N:46]=[N:47][NH:48][N:49]=3)=[CH:41][CH:40]=2)[CH2:20][C:21]2[CH:26]=[CH:25][C:24]([C:27]3[CH:32]=[CH:31][C:30]([C:33](O)=[O:34])=[CH:29][C:28]=3[CH3:36])=[CH:23][CH:22]=2)=[O:17])[CH2:12][CH2:11]1)=[O:7])([CH3:4])([CH3:3])[CH3:2].[N:51]1([C:57]([O:59][C:60]([CH3:63])([CH3:62])[CH3:61])=[O:58])[CH2:56][CH2:55][NH:54][CH2:53][CH2:52]1.F[P-](F)(F)(F)(F)F.CN(C(ON1C2=NC=CC=C2N=N1)=[N+](C)C)C.C(N(CC)C(C)C)(C)C. Product: [C:1]([O:5][C:6]([NH:8][CH2:9][C@H:10]1[CH2:15][CH2:14][C@H:13]([C:16]([NH:18][C@H:19]([C:37](=[O:50])[NH:38][C:39]2[CH:44]=[CH:43][C:42]([C:45]3[N:46]=[N:47][NH:48][N:49]=3)=[CH:41][CH:40]=2)[CH2:20][C:21]2[CH:26]=[CH:25][C:24]([C:27]3[CH:32]=[CH:31][C:30]([C:33]([N:54]4[CH2:55][CH2:56][N:51]([C:57]([O:59][C:60]([CH3:63])([CH3:62])[CH3:61])=[O:58])[CH2:52][CH2:53]4)=[O:34])=[CH:29][C:28]=3[CH3:36])=[CH:23][CH:22]=2)=[O:17])[CH2:12][CH2:11]1)=[O:7])([CH3:4])([CH3:2])[CH3:3]. The catalyst class is: 7. (7) Reactant: [CH3:1][C:2]([CH3:23])([CH3:22])[CH2:3][N:4]([CH2:13][C:14]1[CH:19]=[CH:18][C:17]([C:20]#[CH:21])=[CH:16][CH:15]=1)[C:5]1[CH:10]=[CH:9][N:8]=[C:7]([C:11]#[N:12])[N:6]=1. Product: [CH3:1][C:2]([CH3:22])([CH3:23])[CH2:3][N:4]([CH2:13][C:14]1[CH:15]=[CH:16][C:17]([CH2:20][CH3:21])=[CH:18][CH:19]=1)[C:5]1[CH:10]=[CH:9][N:8]=[C:7]([C:11]#[N:12])[N:6]=1. The catalyst class is: 50. (8) Reactant: [N+:1]([C:4]1[CH:9]=[CH:8][C:7](/[CH:10]=[CH:11]\[C:12]2[N:13]=[C:14]([NH:17][C:18](=[O:20])[CH3:19])[S:15][CH:16]=2)=[CH:6][CH:5]=1)([O-:3])=[O:2].Cl.[CH3:22][NH2:23].[CH2:24]=O. Product: [CH3:22][NH:23][CH2:24][C:16]1[S:15][C:14]([NH:17][C:18](=[O:20])[CH3:19])=[N:13][C:12]=1/[CH:11]=[CH:10]\[C:7]1[CH:8]=[CH:9][C:4]([N+:1]([O-:3])=[O:2])=[CH:5][CH:6]=1. The catalyst class is: 15.